Dataset: NCI-60 drug combinations with 297,098 pairs across 59 cell lines. Task: Regression. Given two drug SMILES strings and cell line genomic features, predict the synergy score measuring deviation from expected non-interaction effect. Synergy scores: CSS=28.4, Synergy_ZIP=-11.5, Synergy_Bliss=1.43, Synergy_Loewe=4.30, Synergy_HSA=4.78. Drug 2: C1C(C(OC1N2C=NC(=NC2=O)N)CO)O. Drug 1: C1CN1C2=NC(=NC(=N2)N3CC3)N4CC4. Cell line: OVCAR-5.